This data is from Catalyst prediction with 721,799 reactions and 888 catalyst types from USPTO. The task is: Predict which catalyst facilitates the given reaction. (1) Reactant: [CH2:1]([O:3][C:4]([C:6]1[CH:7]=[C:8]([CH:12]=[C:13]([N+:15]([O-])=O)[CH:14]=1)[C:9]([OH:11])=[O:10])=[O:5])[CH3:2]. Product: [NH2:15][C:13]1[CH:12]=[C:8]([CH:7]=[C:6]([C:4]([O:3][CH2:1][CH3:2])=[O:5])[CH:14]=1)[C:9]([OH:11])=[O:10]. The catalyst class is: 19. (2) Reactant: [Cl:1][C:2]1[CH:3]=[C:4]([CH:9]=[C:10]([C:13]#[N:14])[C:11]#[N:12])[CH:5]=[N:6][C:7]=1[OH:8].Cl[C:16]1[CH:17]=[C:18]([CH:23]=[O:24])[CH:19]=[N:20][C:21]=1O.[C:25](#N)[CH2:26][C:27]#N.N1CCCCC1. Product: [NH2:12][C:11]1[O:24][C:23]2[C:27]([CH:9]([C:4]3[CH:5]=[N:6][C:7]([OH:8])=[C:2]([Cl:1])[CH:3]=3)[C:10]=1[C:13]#[N:14])=[CH:26][CH:25]=[C:19]1[N:20]([CH3:21])[CH:16]=[CH:17][C:18]=21. The catalyst class is: 14. (3) Reactant: [F:1][C:2]1[CH:3]=[N:4][C:5]2[C:10]([C:11]=1[NH:12][CH2:13][C:14]13[CH2:21][CH2:20][C:17]([NH:22]C(=O)OC(C)(C)C)([CH2:18][CH2:19]1)[CH2:16][O:15]3)=[N:9][C:8]([O:30][CH3:31])=[CH:7][CH:6]=2.FC(F)(F)C(O)=O. Product: [NH2:22][C:17]12[CH2:20][CH2:21][C:14]([CH2:13][NH:12][C:11]3[C:10]4[C:5](=[CH:6][CH:7]=[C:8]([O:30][CH3:31])[N:9]=4)[N:4]=[CH:3][C:2]=3[F:1])([CH2:19][CH2:18]1)[O:15][CH2:16]2. The catalyst class is: 4. (4) Reactant: [OH:1][C:2]1[CH:11]=[CH:10][CH:9]=[C:8]2[C:3]=1[CH2:4][CH2:5][CH2:6][C:7]2=[O:12].[O:13](S(C(F)(F)F)(=O)=O)[S:14]([C:17]([F:20])([F:19])[F:18])(=O)=[O:15]. Product: [F:18][C:17]([F:20])([F:19])[S:14]([O:1][C:2]1[C:3]2[CH2:4][CH2:5][CH2:6][C:7](=[O:12])[C:8]=2[CH:9]=[CH:10][CH:11]=1)(=[O:15])=[O:13]. The catalyst class is: 17. (5) Reactant: [NH2:1][C:2]1[CH:7]=[C:6]([CH2:8][N:9]([C:16]([O:18][CH2:19][C:20]2[CH:25]=[CH:24][CH:23]=[CH:22][CH:21]=2)=[O:17])[C@H:10]([C:12]([CH3:15])([CH3:14])[CH3:13])[CH3:11])[CH:5]=[CH:4][C:3]=1[NH:26][CH2:27][C@@H:28]1[CH2:32][CH2:31][CH2:30][N:29]1[C:33]([O:35][C:36]([CH3:39])([CH3:38])[CH3:37])=[O:34].[N:40]#[C:41]Br. Product: [CH2:19]([O:18][C:16]([N:9]([CH2:8][C:6]1[CH:5]=[CH:4][C:3]2[N:26]([CH2:27][C@@H:28]3[CH2:32][CH2:31][CH2:30][N:29]3[C:33]([O:35][C:36]([CH3:38])([CH3:37])[CH3:39])=[O:34])[C:41](=[NH:40])[NH:1][C:2]=2[CH:7]=1)[C@H:10]([C:12]([CH3:13])([CH3:14])[CH3:15])[CH3:11])=[O:17])[C:20]1[CH:25]=[CH:24][CH:23]=[CH:22][CH:21]=1. The catalyst class is: 8. (6) Reactant: C(N(C(C)C)CC)(C)C.[CH3:10][O:11][C:12]([C@@H:14]1[CH2:18][C@@H:17]([OH:19])[CH2:16][NH:15]1)=[O:13].[N:20]([C:23]1[CH:28]=[CH:27][C:26]([O:29][C:30]([F:33])([F:32])[F:31])=[CH:25][CH:24]=1)=[C:21]=[O:22].O. Product: [CH3:10][O:11][C:12]([C@@H:14]1[CH2:18][C@@H:17]([OH:19])[CH2:16][N:15]1[C:21](=[O:22])[NH:20][C:23]1[CH:28]=[CH:27][C:26]([O:29][C:30]([F:31])([F:33])[F:32])=[CH:25][CH:24]=1)=[O:13]. The catalyst class is: 4. (7) Reactant: [N:1]1[C:10]2[CH:9]=[CH:8][CH:7]=[C:6](B(O)O)[C:5]=2[CH:4]=[CH:3][CH:2]=1.[C:14]([O-:17])(O)=O.[Na+].CO[CH2:21][CH2:22][O:23][CH3:24].O. Product: [N:1]1[C:10]2[C:5](=[C:6]([C:7]3[CH:6]=[CH:21][C:22]4[O:23][C:24]5([O:17][CH2:14][C:9]=4[CH:8]=3)[CH2:5][CH2:10][NH:1][CH2:2][CH2:3]5)[CH:7]=[CH:8][CH:9]=2)[CH:4]=[CH:3][CH:2]=1. The catalyst class is: 140. (8) Reactant: [CH:1]1([N:5]2[CH2:10][CH2:9][N:8]([C:11]([C:13]3[CH:14]=[C:15]4[C:19](=[CH:20][CH:21]=3)[NH:18][C:17]([C:22]([N:24]3[CH2:29][CH2:28][S:27](=[O:31])(=[O:30])[CH2:26][CH2:25]3)=[O:23])=[CH:16]4)=[O:12])[CH2:7][CH2:6]2)[CH2:4][CH2:3][CH2:2]1.[Cl:32][C:33]1[CH:38]=[C:37](B(O)O)[CH:36]=[CH:35][N:34]=1.N1C=CC=CC=1. Product: [Cl:32][C:33]1[CH:38]=[C:37]([N:18]2[C:19]3[C:15](=[CH:14][C:13]([C:11]([N:8]4[CH2:7][CH2:6][N:5]([CH:1]5[CH2:2][CH2:3][CH2:4]5)[CH2:10][CH2:9]4)=[O:12])=[CH:21][CH:20]=3)[CH:16]=[C:17]2[C:22]([N:24]2[CH2:29][CH2:28][S:27](=[O:30])(=[O:31])[CH2:26][CH2:25]2)=[O:23])[CH:36]=[CH:35][N:34]=1. The catalyst class is: 221.